Dataset: Full USPTO retrosynthesis dataset with 1.9M reactions from patents (1976-2016). Task: Predict the reactants needed to synthesize the given product. (1) Given the product [CH3:34]/[C:27](/[CH2:28][CH2:29][CH:30]=[C:31]([CH3:33])[CH3:32])=[CH:26]\[CH2:25][N:8]1[C:9]2[CH:10]=[CH:11][CH:12]=[C:13]3[C:2]([CH3:17])([CH3:1])[CH2:3][CH2:4][N:5]([C:14]=23)[C:6](=[O:16])[C:7]1=[O:15], predict the reactants needed to synthesize it. The reactants are: [CH3:1][C:2]1([CH3:17])[C:13]2[C:14]3[N:5]([C:6](=[O:16])[C:7](=[O:15])[NH:8][C:9]=3[CH:10]=[CH:11][CH:12]=2)[CH2:4][CH2:3]1.C(=O)([O-])[O-].[Cs+].[Cs+].Br[CH2:25]/[CH:26]=[C:27](\[CH3:34])/[CH2:28][CH2:29][CH:30]=[C:31]([CH3:33])[CH3:32].O. (2) Given the product [O:13]1[C:17]2[CH:18]=[CH:19][C:20]([C:22]3[NH:12][C:11]4[N:10]([N:9]=[CH:8][C:7]=4[C:1]4[CH:2]=[CH:3][CH:4]=[CH:5][CH:6]=4)[C:24](=[O:25])[CH:23]=3)=[CH:21][C:16]=2[CH2:15][CH2:14]1, predict the reactants needed to synthesize it. The reactants are: [C:1]1([C:7]2[CH:8]=[N:9][NH:10][C:11]=2[NH2:12])[CH:6]=[CH:5][CH:4]=[CH:3][CH:2]=1.[O:13]1[C:17]2[CH:18]=[CH:19][C:20]([C:22](=O)[CH2:23][C:24](OC)=[O:25])=[CH:21][C:16]=2[CH2:15][CH2:14]1. (3) Given the product [Cl:18][C:12]1[CH:13]=[CH:14][CH:15]=[C:16]([Cl:17])[C:11]=1[NH:10][C:8]([NH:7][C:5]1[S:6][C:2]([C:30]2[CH:31]=[CH:32][C:27]([F:26])=[CH:28][CH:29]=2)=[CH:3][C:4]=1[C:19]([O:21][C:22]([CH3:25])([CH3:24])[CH3:23])=[O:20])=[O:9], predict the reactants needed to synthesize it. The reactants are: Br[C:2]1[S:6][C:5]([NH:7][C:8]([NH:10][C:11]2[C:16]([Cl:17])=[CH:15][CH:14]=[CH:13][C:12]=2[Cl:18])=[O:9])=[C:4]([C:19]([O:21][C:22]([CH3:25])([CH3:24])[CH3:23])=[O:20])[CH:3]=1.[F:26][C:27]1[CH:32]=[CH:31][C:30](B(O)O)=[CH:29][CH:28]=1.C([O-])([O-])=O.[Na+].[Na+]. (4) Given the product [Cl:1][C:2]1[N:3]=[C:4]([N:12]2[C:20]3[C:15](=[C:16]([O:21][CH2:22][C:23]([O:25][CH2:26][CH3:27])=[O:24])[CH:17]=[CH:18][CH:19]=3)[CH2:14][CH2:13]2)[C:5]2[CH2:10][CH2:9][CH2:8][C:6]=2[N:7]=1, predict the reactants needed to synthesize it. The reactants are: [Cl:1][C:2]1[N:3]=[C:4](Cl)[C:5]2[CH2:10][CH2:9][CH2:8][C:6]=2[N:7]=1.[NH:12]1[C:20]2[C:15](=[C:16]([O:21][CH2:22][C:23]([O:25][CH2:26][CH3:27])=[O:24])[CH:17]=[CH:18][CH:19]=2)[CH2:14][CH2:13]1.CCN(C(C)C)C(C)C.C(OCC)(=O)C. (5) The reactants are: [C:1](Cl)(=[O:5])[C:2]([CH3:4])=[CH2:3].[OH:7][N:8]1[C:12](=[O:13])[CH2:11][CH2:10][C:9]1=[O:14].C(N(CC)CC)C. Given the product [C:1]([OH:5])(=[O:7])[C:2]([CH3:4])=[CH2:3].[OH:7][N:8]1[C:12](=[O:13])[CH2:11][CH2:10][C:9]1=[O:14], predict the reactants needed to synthesize it.